The task is: Predict the reactants needed to synthesize the given product.. This data is from Full USPTO retrosynthesis dataset with 1.9M reactions from patents (1976-2016). (1) Given the product [CH2:1]([C:5]1[O:6][C:7]2[CH:22]=[CH:21][CH:20]=[CH:19][C:8]=2[C:9]=1[C:10]([C:11]1[CH:16]=[CH:15][C:14]([S:24]([C:27]2[CH:35]=[CH:34][C:30]([C:31]([OH:33])=[O:32])=[C:29]([OH:36])[CH:28]=2)(=[O:26])=[O:25])=[CH:13][CH:12]=1)=[O:18])[CH2:2][CH2:3][CH3:4], predict the reactants needed to synthesize it. The reactants are: [CH2:1]([C:5]1[O:6][C:7]2[CH:22]=[CH:21][CH:20]=[CH:19][C:8]=2[C:9]=1[C:10](=[O:18])[C:11]1[CH:16]=[CH:15][C:14](O)=[CH:13][CH:12]=1)[CH2:2][CH2:3][CH3:4].Cl[S:24]([C:27]1[CH:35]=[CH:34][C:30]([C:31]([OH:33])=[O:32])=[C:29]([OH:36])[CH:28]=1)(=[O:26])=[O:25]. (2) Given the product [CH2:30]([O:29][C:24](=[O:28])[CH2:25][CH:26]1[S:23][C:21]([C:5]2[NH:6][C:7]3[C:3]([CH:4]=2)=[C:2]([CH3:1])[CH:10]=[CH:9][C:8]=3[N:11]([CH3:20])[S:12]([C:15]2[S:16][CH:17]=[CH:18][CH:19]=2)(=[O:14])=[O:13])=[N:22][CH2:27]1)[CH3:31], predict the reactants needed to synthesize it. The reactants are: [CH3:1][C:2]1[CH:10]=[CH:9][C:8]([N:11]([CH3:20])[S:12]([C:15]2[S:16][CH:17]=[CH:18][CH:19]=2)(=[O:14])=[O:13])=[C:7]2[C:3]=1[CH:4]=[C:5]([C:21](=[S:23])[NH2:22])[NH:6]2.[C:24]([O:29][CH2:30][CH3:31])(=[O:28])[C:25]#[C:26][CH3:27].C(P(CCCC)CCCC)CCC.O1CCCC1.